This data is from Full USPTO retrosynthesis dataset with 1.9M reactions from patents (1976-2016). The task is: Predict the reactants needed to synthesize the given product. (1) Given the product [F:49][C:18]([F:17])([S:29]([O:8][CH:3]([CH2:4][C:5]([CH3:7])=[CH2:6])[C:2]([F:10])([F:9])[F:1])(=[O:31])=[O:30])[C:19]([F:27])([F:28])[C:20]([F:26])([F:25])[C:21]([F:24])([F:23])[F:22], predict the reactants needed to synthesize it. The reactants are: [F:1][C:2]([F:10])([F:9])[CH:3]([OH:8])[CH2:4][C:5]([CH3:7])=[CH2:6].N1C=CC=CC=1.[F:17][C:18]([F:49])([S:29](O[S:29]([C:18]([F:17])([F:49])[C:19]([F:27])([F:28])[C:20]([F:26])([F:25])[C:21]([F:24])([F:23])[F:22])(=[O:31])=[O:30])(=[O:31])=[O:30])[C:19]([F:28])([F:27])[C:20]([F:26])([F:25])[C:21]([F:24])([F:23])[F:22]. (2) The reactants are: [Cl:1][C:2]1[CH:3]=[CH:4][C:5]([C:9]2[N:13]([CH2:14][CH:15]3[CH2:20][CH2:19][CH2:18][CH2:17][CH2:16]3)[C:12]3[CH:21]=[C:22]([F:26])[C:23]([F:25])=[CH:24][C:11]=3[N:10]=2)=[C:6]([OH:8])[CH:7]=1.Br[CH2:28][C:29]1[CH:36]=[CH:35][C:32]([C:33]#[N:34])=[C:31]([F:37])[CH:30]=1. Given the product [Cl:1][C:2]1[CH:3]=[CH:4][C:5]([C:9]2[N:13]([CH2:14][CH:15]3[CH2:16][CH2:17][CH2:18][CH2:19][CH2:20]3)[C:12]3[CH:21]=[C:22]([F:26])[C:23]([F:25])=[CH:24][C:11]=3[N:10]=2)=[C:6]([CH:7]=1)[O:8][CH2:28][C:29]1[CH:36]=[CH:35][C:32]([C:33]#[N:34])=[C:31]([F:37])[CH:30]=1, predict the reactants needed to synthesize it. (3) The reactants are: [F:1][C:2]1[CH:11]=[C:10]([N:12]2[C@@H:16]3[CH2:17][O:18][CH2:19][CH2:20][C@H:15]3[NH:14][C:13]2=[O:21])[CH:9]=[CH:8][C:3]=1[C:4]([NH:6][CH3:7])=[O:5].I[C:23]1[CH:30]=[CH:29][C:26]([C:27]#[N:28])=[C:25]([C:31]([F:34])([F:33])[F:32])[CH:24]=1. Given the product [C:27]([C:26]1[CH:29]=[CH:30][C:23]([N:14]2[C@@H:15]3[CH2:20][CH2:19][O:18][CH2:17][C@H:16]3[N:12]([C:10]3[CH:9]=[CH:8][C:3]([C:4]([NH:6][CH3:7])=[O:5])=[C:2]([F:1])[CH:11]=3)[C:13]2=[O:21])=[CH:24][C:25]=1[C:31]([F:32])([F:33])[F:34])#[N:28], predict the reactants needed to synthesize it. (4) Given the product [NH3:11].[CH:34]([N:30]([CH:31]([CH3:33])[CH3:32])[CH2:29][CH2:28][C@@H:27]([C:22]1[CH:21]=[C:20]([CH2:19][CH2:18][CH2:17][CH2:16][CH2:15][CH2:14][CH2:13][CH2:12][NH:11][CH2:10][C@@H:9]([C:43]2[CH:44]=[CH:45][C:46]([OH:54])=[C:47]([NH:49][S:50]([CH3:53])(=[O:52])=[O:51])[CH:48]=2)[OH:8])[CH:25]=[CH:24][C:23]=1[OH:26])[C:37]1[CH:38]=[CH:39][CH:40]=[CH:41][CH:42]=1)([CH3:36])[CH3:35], predict the reactants needed to synthesize it. The reactants are: [Si]([O:8][C@H:9]([C:43]1[CH:44]=[CH:45][C:46]([OH:54])=[C:47]([NH:49][S:50]([CH3:53])(=[O:52])=[O:51])[CH:48]=1)[CH2:10][NH:11][CH2:12][CH2:13][CH2:14][CH2:15][CH2:16][CH2:17][CH2:18][CH2:19][C:20]1[CH:25]=[CH:24][C:23]([OH:26])=[C:22]([C@@H:27]([C:37]2[CH:42]=[CH:41][CH:40]=[CH:39][CH:38]=2)[CH2:28][CH2:29][N:30]([CH:34]([CH3:36])[CH3:35])[CH:31]([CH3:33])[CH3:32])[CH:21]=1)(C(C)(C)C)(C)C.CCN(CC)CC.F.F.F. (5) The reactants are: Cl[C:2]1[C:3]2[S:10][CH:9]=[CH:8][C:4]=2[N:5]=[CH:6][N:7]=1.[CH3:11][O:12][C:13]1[CH:19]=[CH:18][C:17]([O:20][CH3:21])=[CH:16][C:14]=1[NH2:15]. Given the product [CH3:11][O:12][C:13]1[CH:19]=[CH:18][C:17]([O:20][CH3:21])=[CH:16][C:14]=1[NH:15][C:2]1[C:3]2[S:10][CH:9]=[CH:8][C:4]=2[N:5]=[CH:6][N:7]=1, predict the reactants needed to synthesize it. (6) Given the product [CH:1]([O:4][C:5]1[CH:10]=[CH:9][C:8]([CH2:54][CH2:53][CH2:52][OH:51])=[C:7]([O:16][CH2:17][C:18]2[CH:23]=[CH:22][C:21]([C:24]([F:25])([F:26])[F:27])=[CH:20][CH:19]=2)[CH:6]=1)([CH3:2])[CH3:3], predict the reactants needed to synthesize it. The reactants are: [CH:1]([O:4][C:5]1[CH:10]=[CH:9][C:8](C(C)C([O-])=O)=[C:7]([O:16][CH2:17][C:18]2[CH:23]=[CH:22][C:21]([C:24]([F:27])([F:26])[F:25])=[CH:20][CH:19]=2)[CH:6]=1)([CH3:3])[CH3:2].[H-].[Al+3].[Li+].[H-].[H-].[H-].O.O.O.O.O.O.O.O.O.O.S([O-])([O-])(=O)=O.[Na+].[Na+].[O:51]1C[CH2:54][CH2:53][CH2:52]1. (7) Given the product [C:49]([C:25]1[CH:26]([C:27]2[CH:32]=[CH:31][C:30]([N:33]3[CH2:38][CH2:37][N:36]([C:39]([O:41][C:42]([CH3:43])([CH3:44])[CH3:45])=[O:40])[CH2:35][CH2:34]3)=[CH:29][C:28]=2[N+:46]([O-:48])=[O:47])[C:10]([C:11]([O:13][CH2:14][CH3:15])=[O:12])=[C:9]([C:6]2[CH:7]=[CH:8][C:3]([O:2][CH3:1])=[CH:4][CH:5]=2)[NH:23][C:24]=1[S:51][CH3:18])#[N:50], predict the reactants needed to synthesize it. The reactants are: [CH3:1][O:2][C:3]1[CH:8]=[CH:7][C:6]([C:9](=O)[CH2:10][C:11]([O:13][CH2:14][CH3:15])=[O:12])=[CH:5][CH:4]=1.N1CCCC[CH2:18]1.[NH2:23][C:24](=[S:51])[C:25]([C:49]#[N:50])=[CH:26][C:27]1[CH:32]=[CH:31][C:30]([N:33]2[CH2:38][CH2:37][N:36]([C:39]([O:41][C:42]([CH3:45])([CH3:44])[CH3:43])=[O:40])[CH2:35][CH2:34]2)=[CH:29][C:28]=1[N+:46]([O-:48])=[O:47].CI. (8) Given the product [Cl:1][C:2]1[CH:3]=[C:4]([C:9]2[CH:14]=[C:13]([C:15]([F:16])([F:17])[F:18])[N:12]3[N:19]=[CH:20][C:21]([C:22]#[C:23][C:25]4[S:29][C:28]([S:30]([NH2:33])(=[O:32])=[O:31])=[CH:27][CH:26]=4)=[C:11]3[N:10]=2)[CH:5]=[CH:6][C:7]=1[Cl:8], predict the reactants needed to synthesize it. The reactants are: [Cl:1][C:2]1[CH:3]=[C:4]([C:9]2[CH:14]=[C:13]([C:15]([F:18])([F:17])[F:16])[N:12]3[N:19]=[CH:20][C:21]([C:22]#[CH:23])=[C:11]3[N:10]=2)[CH:5]=[CH:6][C:7]=1[Cl:8].Br[C:25]1[S:29][C:28]([S:30]([NH2:33])(=[O:32])=[O:31])=[CH:27][CH:26]=1.